From a dataset of Forward reaction prediction with 1.9M reactions from USPTO patents (1976-2016). Predict the product of the given reaction. (1) The product is: [NH2:1][C@H:2]([C:25]1[CH:26]=[CH:27][C:28]([O:31][CH2:32][C:33](=[O:41])[N:34]([CH2:38][CH2:39][O:40][Si:50]([CH3:52])([CH3:51])[CH3:49])[CH2:35][CH2:36][O:37][Si:50]([CH3:52])([CH3:51])[CH3:49])=[CH:29][CH:30]=1)[C:3]([NH:5][C@H:6]([C:15]1[NH:19][C:18]2[CH:20]=[C:21]([I:24])[CH:22]=[CH:23][C:17]=2[N:16]=1)[C@H:7]([C:9]1[CH:14]=[CH:13][CH:12]=[CH:11][CH:10]=1)[CH3:8])=[O:4]. Given the reactants [NH2:1][C@H:2]([C:25]1[CH:30]=[CH:29][C:28]([O:31][CH2:32][C:33](=[O:41])[N:34]([CH2:38][CH2:39][OH:40])[CH2:35][CH2:36][OH:37])=[CH:27][CH:26]=1)[C:3]([NH:5][C@H:6]([C:15]1[NH:19][C:18]2[CH:20]=[C:21]([I:24])[CH:22]=[CH:23][C:17]=2[N:16]=1)[C@H:7]([C:9]1[CH:14]=[CH:13][CH:12]=[CH:11][CH:10]=1)[CH3:8])=[O:4].C(N(CC)CC)C.[CH3:49][Si:50](Cl)([CH3:52])[CH3:51].C(OCC)(=O)C, predict the reaction product. (2) The product is: [C:1]([O:5][C:6]([N:8]1[CH2:9][CH2:10][CH:11]([N:14]([CH2:15][CH:16]2[CH2:20][CH2:19][N:18]([C:21]3[C:30]([O:31][CH3:32])=[C:29]4[C:24]([C:25](=[O:39])[C:26]([C:36]([OH:38])=[O:37])=[CH:27][N:28]4[CH:33]4[CH2:35][CH2:34]4)=[CH:23][C:22]=3[F:40])[CH2:17]2)[CH2:50][CH2:49][N:48]([CH3:53])[CH3:46])[CH2:12][CH2:13]1)=[O:7])([CH3:4])([CH3:2])[CH3:3]. Given the reactants [C:1]([O:5][C:6]([N:8]1[CH2:13][CH2:12][CH:11]([NH:14][CH:15]2[CH2:20][CH2:19][N:18]([C:21]3[C:30]([O:31][CH3:32])=[C:29]4[C:24]([C:25](=[O:39])[C:26]([C:36]([OH:38])=[O:37])=[CH:27][N:28]4[CH:33]4[CH2:35][CH2:34]4)=[CH:23][C:22]=3[F:40])[CH2:17][CH2:16]2)[CH2:10][CH2:9]1)=[O:7])([CH3:4])([CH3:3])[CH3:2].C(O[C:46]([N:48]1[CH2:53][CH2:50][CH:49]([N:48]([CH2:53]CN(C)C)[CH2:46]C2CCNC2)[CH2:50][CH2:49]1)=O)(C)(C)C, predict the reaction product. (3) Given the reactants [SH:1][C:2]1[CH:3]=[C:4]([O:8]C)[CH:5]=[CH:6][CH:7]=1.Br[CH:11]([CH3:24])[C:12]([C:14]1[CH:19]=[CH:18][C:17]([C:20]([F:23])([F:22])[F:21])=[CH:16][CH:15]=1)=O, predict the reaction product. The product is: [CH3:24][C:11]1[S:1][C:2]2[CH:3]=[C:4]([OH:8])[CH:5]=[CH:6][C:7]=2[C:12]=1[C:14]1[CH:19]=[CH:18][C:17]([C:20]([F:21])([F:22])[F:23])=[CH:16][CH:15]=1. (4) Given the reactants [OH:1][C:2]1[CH:7]=[CH:6][C:5]([C:8](=[C:21]2[CH2:26][C:25]([CH3:28])(C)[CH2:24][C:23](C)(C)[CH2:22]2)[C:9]2[CH:14]=[CH:13][C:12]([CH2:15][CH2:16]C(OC)=O)=[CH:11][CH:10]=2)=[CH:4][CH:3]=1.C(N(CC)[CH:35]([CH3:37])[CH3:36])(C)C.C([OH:45])CCC#C.[NH4+].[Cl-], predict the reaction product. The product is: [C:21]1(=[C:8]([C:9]2[CH:14]=[CH:13][C:12]([C:15]#[C:16][CH2:37][CH2:35][CH2:36][OH:45])=[CH:11][CH:10]=2)[C:5]2[CH:6]=[CH:7][C:2]([OH:1])=[CH:3][CH:4]=2)[CH2:22][CH2:23][CH2:24][CH2:28][CH2:25][CH2:26]1. (5) Given the reactants Cl.[CH2:2]([O:4][C:5](=[O:8])[CH2:6][NH2:7])[CH3:3].[Cl:9][C:10]1[CH:17]=[CH:16][C:13]([CH:14]=O)=[CH:12][CH:11]=1.C(O)(=O)C.C(O[BH-](OC(=O)C)OC(=O)C)(=O)C.[Na+], predict the reaction product. The product is: [CH2:2]([O:4][C:5](=[O:8])[CH2:6][NH:7][CH2:14][C:13]1[CH:16]=[CH:17][C:10]([Cl:9])=[CH:11][CH:12]=1)[CH3:3]. (6) Given the reactants [N+:1]([C:4]1[CH:17]=[CH:16][C:7]([O:8][CH2:9][CH2:10][O:11][CH2:12][C:13](O)=[O:14])=[CH:6][CH:5]=1)([O-:3])=[O:2].CN.[CH3:20][N:21](C(ON1N=NC2C=CC=NC1=2)=[N+](C)C)C.F[P-](F)(F)(F)(F)F, predict the reaction product. The product is: [CH3:20][NH:21][C:13](=[O:14])[CH2:12][O:11][CH2:10][CH2:9][O:8][C:7]1[CH:16]=[CH:17][C:4]([N+:1]([O-:3])=[O:2])=[CH:5][CH:6]=1.